From a dataset of Peptide-MHC class II binding affinity with 134,281 pairs from IEDB. Regression. Given a peptide amino acid sequence and an MHC pseudo amino acid sequence, predict their binding affinity value. This is MHC class II binding data. The peptide sequence is IGPRHPIRALVGDEV. The MHC is HLA-DQA10501-DQB10301 with pseudo-sequence HLA-DQA10501-DQB10301. The binding affinity (normalized) is 0.194.